From a dataset of Forward reaction prediction with 1.9M reactions from USPTO patents (1976-2016). Predict the product of the given reaction. (1) Given the reactants Br[CH2:2][C:3]1[CH:4]=[CH:5][C:6]2[N:7]=[C:8]([Cl:19])[N:9]=[C:10]([N:13]3[CH2:18][CH2:17][O:16][CH2:15][CH2:14]3)[C:11]=2[N:12]=1.[P:20]([O:25]C)([O:23][CH3:24])[O:21][CH3:22], predict the reaction product. The product is: [Cl:19][C:8]1[N:9]=[C:10]([N:13]2[CH2:18][CH2:17][O:16][CH2:15][CH2:14]2)[C:11]2[N:12]=[C:3]([CH2:2][P:20](=[O:25])([O:23][CH3:24])[O:21][CH3:22])[CH:4]=[CH:5][C:6]=2[N:7]=1. (2) The product is: [CH2:3]([NH:4][C:5](=[O:11])[C:6]([O:8][CH2:9][CH3:10])=[O:7])[C:2]([CH3:12])=[O:1]. Given the reactants [OH:1][CH:2]([CH3:12])[CH2:3][NH:4][C:5](=[O:11])[C:6]([O:8][CH2:9][CH3:10])=[O:7].CC(OI1(OC(C)=O)(OC(C)=O)OC(=O)C2C=CC=CC1=2)=O, predict the reaction product. (3) Given the reactants [CH3:1][C:2]1[S:23][C:5]2[N:6]=[C:7]([CH2:11][N:12]3[CH:16]=[C:15]([CH:17]=[O:18])[C:14]([C:19]([F:22])([F:21])[F:20])=[N:13]3)[NH:8][C:9](=[O:10])[C:4]=2[C:3]=1[C:24]1[CH:29]=[CH:28][CH:27]=[CH:26][CH:25]=1.[BH4-].[Na+], predict the reaction product. The product is: [OH:18][CH2:17][C:15]1[C:14]([C:19]([F:20])([F:22])[F:21])=[N:13][N:12]([CH2:11][C:7]2[NH:8][C:9](=[O:10])[C:4]3[C:3]([C:24]4[CH:29]=[CH:28][CH:27]=[CH:26][CH:25]=4)=[C:2]([CH3:1])[S:23][C:5]=3[N:6]=2)[CH:16]=1. (4) Given the reactants [C:1]([O:4][CH:5]([C:7]#[C:8][C:9]1[CH:14]=[CH:13][CH:12]=[CH:11][C:10]=1/[CH:15]=[N:16]\[OH:17])[CH3:6])(=[O:3])[CH3:2].[Br:18]N1C(=O)CCC1=O.[O-]S([O-])(=S)=O.[Na+].[Na+], predict the reaction product. The product is: [C:1]([O:4][CH:5]([C:7]1[N+:16]([O-:17])=[CH:15][C:10]2[C:9]([C:8]=1[Br:18])=[CH:14][CH:13]=[CH:12][CH:11]=2)[CH3:6])(=[O:3])[CH3:2].